From a dataset of Full USPTO retrosynthesis dataset with 1.9M reactions from patents (1976-2016). Predict the reactants needed to synthesize the given product. Given the product [CH3:1][N:2]1[CH2:7][CH2:6][CH2:5][CH2:4][C@@H:3]1[CH2:8][OH:9], predict the reactants needed to synthesize it. The reactants are: [CH3:1][N:2]1[CH2:7][CH2:6][CH2:5][CH2:4][CH:3]1[CH2:8][OH:9].C([C@](C(O)=O)(O)[C@](C(=O)C1C=CC=CC=1)(O)C(O)=O)(=O)C1C=CC=CC=1.Cl.